From a dataset of Full USPTO retrosynthesis dataset with 1.9M reactions from patents (1976-2016). Predict the reactants needed to synthesize the given product. (1) Given the product [C:14]([C:6]1[CH:5]=[CH:4][C:3]([NH:9][C:10](=[O:12])[CH3:11])=[C:2]([F:1])[CH:7]=1)#[N:15], predict the reactants needed to synthesize it. The reactants are: [F:1][C:2]1[CH:7]=[C:6](I)[CH:5]=[CH:4][C:3]=1[NH:9][C:10](=[O:12])[CH3:11].[Cu][C:14]#[N:15].O.C(O)C. (2) The reactants are: [CH:1](/[B-](F)(F)F)=[CH:2]\[CH3:3].[K+].C(Cl)Cl.Br[C:13]1[O:17][N:16]=[C:15]([C:18]([O:20][CH2:21][CH3:22])=[O:19])[C:14]=1[CH3:23].C(N(CC)CC)C. Given the product [CH3:23][C:14]1[C:15]([C:18]([O:20][CH2:21][CH3:22])=[O:19])=[N:16][O:17][C:13]=1/[CH:1]=[CH:2]/[CH3:3], predict the reactants needed to synthesize it. (3) Given the product [C:24]1([CH2:30][O:31][NH:32][C:1]([C:4]2[CH:5]=[CH:6][C:7]([N:10]3[CH2:15][CH2:14][N:13]([C:16]([O:18][C:19]([CH3:21])([CH3:22])[CH3:20])=[O:17])[CH2:12][CH2:11]3)=[CH:8][CH:9]=2)=[O:2])[CH:29]=[CH:28][CH:27]=[CH:26][CH:25]=1, predict the reactants needed to synthesize it. The reactants are: [C:1]([C:4]1[CH:9]=[CH:8][C:7]([N:10]2[CH2:15][CH2:14][N:13]([C:16]([O:18][C:19]([CH3:22])([CH3:21])[CH3:20])=[O:17])[CH2:12][CH2:11]2)=[CH:6][CH:5]=1)(O)=[O:2].Cl.[C:24]1([CH2:30][O:31][NH2:32])[CH:29]=[CH:28][CH:27]=[CH:26][CH:25]=1.CC(C)N=C=NC(C)C. (4) Given the product [Cl:1][C:2]1[CH:3]=[N:4][C:5]([N:8]2[CH2:13][CH2:12][CH:11]([C@H:14]3[CH2:16][C@H:15]3[CH2:17][CH2:18][NH:19][C:27]3[CH:32]=[CH:31][C:30]([S:33]([CH3:36])(=[O:35])=[O:34])=[CH:29][N:28]=3)[CH2:10][CH2:9]2)=[N:6][CH:7]=1, predict the reactants needed to synthesize it. The reactants are: [Cl:1][C:2]1[CH:3]=[N:4][C:5]([N:8]2[CH2:13][CH2:12][CH:11]([C@H:14]3[CH2:16][C@H:15]3[CH2:17][CH2:18][NH2:19])[CH2:10][CH2:9]2)=[N:6][CH:7]=1.C(=O)([O-])[O-].[Cs+].[Cs+].Br[C:27]1[CH:32]=[CH:31][C:30]([S:33]([CH3:36])(=[O:35])=[O:34])=[CH:29][N:28]=1.O. (5) Given the product [Cl:24][C:15]1[C:16]([C:18]2[N:19]=[C:20]([CH3:23])[S:21][CH:22]=2)=[CH:17][C:12]2[O:11][CH:10]([C:25]([N:27]3[CH2:28][CH2:29][C:30]([CH2:35][C:36]4[CH:41]=[CH:40][C:39]([F:42])=[CH:38][CH:37]=4)([C:33]#[N:34])[CH2:31][CH2:32]3)=[O:26])[CH2:9][NH:8][C:13]=2[CH:14]=1, predict the reactants needed to synthesize it. The reactants are: C([N:8]1[C:13]2[CH:14]=[C:15]([Cl:24])[C:16]([C:18]3[N:19]=[C:20]([CH3:23])[S:21][CH:22]=3)=[CH:17][C:12]=2[O:11][CH:10]([C:25]([N:27]2[CH2:32][CH2:31][C:30]([CH2:35][C:36]3[CH:41]=[CH:40][C:39]([F:42])=[CH:38][CH:37]=3)([C:33]#[N:34])[CH2:29][CH2:28]2)=[O:26])[CH2:9]1)C1C=CC=CC=1.ClC(OC(Cl)=O)C.CO.